Task: Predict which catalyst facilitates the given reaction.. Dataset: Catalyst prediction with 721,799 reactions and 888 catalyst types from USPTO Reactant: F[C:2]1[C:3]([N+:8]([O-:10])=[O:9])=[N:4][CH:5]=[CH:6][CH:7]=1.[CH3:11][C:12]1([NH:18][C:19](=[O:25])[O:20][C:21]([CH3:24])([CH3:23])[CH3:22])[CH2:17][CH2:16][NH:15][CH2:14][CH2:13]1.C(N(CC)CC)C. Product: [CH3:11][C:12]1([NH:18][C:19](=[O:25])[O:20][C:21]([CH3:24])([CH3:23])[CH3:22])[CH2:13][CH2:14][N:15]([C:2]2[C:3]([N+:8]([O-:10])=[O:9])=[N:4][CH:5]=[CH:6][CH:7]=2)[CH2:16][CH2:17]1. The catalyst class is: 12.